Dataset: Catalyst prediction with 721,799 reactions and 888 catalyst types from USPTO. Task: Predict which catalyst facilitates the given reaction. (1) Reactant: [O:1]=[C:2]1[NH:11][C:10]2[N:9]=[C:8]([O:12][CH2:13][CH2:14][CH2:15][CH:16]=O)[CH:7]=[CH:6][C:5]=2[CH:4]=[CH:3]1.[CH2:18]1[C:27]2[C:22](=[CH:23][CH:24]=[CH:25][CH:26]=2)[CH2:21][CH2:20][NH:19]1.C(O)(=O)C.C(O[BH-](OC(=O)C)OC(=O)C)(=O)C.[Na+]. Product: [CH2:18]1[C:27]2[C:22](=[CH:23][CH:24]=[CH:25][CH:26]=2)[CH2:21][CH2:20][N:19]1[CH2:16][CH2:15][CH2:14][CH2:13][O:12][C:8]1[N:9]=[C:10]2[C:5]([CH:4]=[CH:3][C:2](=[O:1])[NH:11]2)=[CH:6][CH:7]=1. The catalyst class is: 46. (2) Reactant: [NH2:1][C:2]([C:4]1[CH:5]=[N:6][C:7]2[C:12]([C:13]=1[NH:14][C:15]1[CH:16]=[C:17]([CH:23]=[CH:24][CH:25]=1)[C:18]([O:20][CH2:21][CH3:22])=[O:19])=[CH:11][CH:10]=[C:9](Cl)[CH:8]=2)=[O:3].[F:27][C:28]1[CH:33]=[CH:32][C:31]([F:34])=[CH:30][C:29]=1B(O)O.C(=O)([O-])[O-].[K+].[K+].C(OCC)C. Product: [NH2:1][C:2]([C:4]1[CH:5]=[N:6][C:7]2[C:12]([C:13]=1[NH:14][C:15]1[CH:16]=[C:17]([CH:23]=[CH:24][CH:25]=1)[C:18]([O:20][CH2:21][CH3:22])=[O:19])=[CH:11][CH:10]=[C:9]([C:32]1[CH:33]=[C:28]([F:27])[CH:29]=[CH:30][C:31]=1[F:34])[CH:8]=2)=[O:3]. The catalyst class is: 70. (3) Product: [Br:1][C:2]1[CH:3]=[CH:4][C:5]2[O:19][CH2:20][N:10]([CH2:11][C:12]3[CH:17]=[CH:16][C:15]([Cl:18])=[CH:14][CH:13]=3)[C:8](=[O:9])[C:6]=2[N:7]=1. The catalyst class is: 3. Reactant: [Br:1][C:2]1[N:7]=[C:6]([C:8]([NH:10][CH2:11][C:12]2[CH:17]=[CH:16][C:15]([Cl:18])=[CH:14][CH:13]=2)=[O:9])[C:5]([OH:19])=[CH:4][CH:3]=1.[C:20]([O-])([O-])=O.[Cs+].[Cs+].ClCI. (4) Reactant: [NH2:1][C:2]1[CH:7]=[CH:6][CH:5]=[CH:4][C:3]=1[C:8]1[NH:12][C:11]([CH3:13])=[C:10]([C:14]([NH2:16])=[O:15])[CH:9]=1.C(N(CC)CC)C.[N:24]1[CH:29]=[CH:28][CH:27]=[C:26]([S:30](Cl)(=[O:32])=[O:31])[CH:25]=1. Product: [CH3:13][C:11]1[NH:12][C:8]([C:3]2[CH:4]=[CH:5][CH:6]=[CH:7][C:2]=2[NH:1][S:30]([C:26]2[CH:25]=[N:24][CH:29]=[CH:28][CH:27]=2)(=[O:32])=[O:31])=[CH:9][C:10]=1[C:14]([NH2:16])=[O:15]. The catalyst class is: 1.